The task is: Predict the reaction yield, written as a fraction of the theoretical maximum amount of product (1.0 means a 100% yield; for example, 0.34 means a 34% yield).. This data is from Reaction yield outcomes from USPTO patents with 853,638 reactions. The reactants are Br[CH2:2][C:3]1[C:4]([F:11])=[C:5]([CH:8]=[CH:9][CH:10]=1)[C:6]#[N:7].[CH3:12][O-:13].[Na+]. The catalyst is CO. The product is [F:11][C:4]1[C:3]([CH2:2][O:13][CH3:12])=[CH:10][CH:9]=[CH:8][C:5]=1[C:6]#[N:7]. The yield is 0.840.